Dataset: Forward reaction prediction with 1.9M reactions from USPTO patents (1976-2016). Task: Predict the product of the given reaction. (1) Given the reactants [CH2:1]([O:8][C:9]([N:11]1[CH2:16][CH2:15][CH:14]([C:17]([OH:19])=O)[CH2:13][CH2:12]1)=[O:10])[C:2]1[CH:7]=[CH:6][CH:5]=[CH:4][CH:3]=1.C(N(CC)CC)C.F[P-](F)(F)(F)(F)F.N1(OC(N(C)C)=[N+](C)C)C2N=CC=CC=2N=N1.[CH3:51][O:52][C:53]1[N:54]=[C:55]2[C:60](=[CH:61][CH:62]=1)[N:59]=[CH:58][CH:57]=[C:56]2[NH2:63], predict the reaction product. The product is: [CH2:1]([O:8][C:9]([N:11]1[CH2:12][CH2:13][CH:14]([C:17](=[O:19])[NH:63][C:56]2[C:55]3[C:60](=[CH:61][CH:62]=[C:53]([O:52][CH3:51])[N:54]=3)[N:59]=[CH:58][CH:57]=2)[CH2:15][CH2:16]1)=[O:10])[C:2]1[CH:3]=[CH:4][CH:5]=[CH:6][CH:7]=1. (2) Given the reactants Br[C:2]1[CH:3]=[C:4]([CH:7]=[CH:8][CH:9]=1)[C:5]#[N:6].[NH:10]1[CH2:15][CH2:14][CH2:13][CH2:12][CH2:11]1.C([O-])([O-])=O.[Cs+].[Cs+], predict the reaction product. The product is: [N:10]1([C:2]2[CH:3]=[C:4]([CH:7]=[CH:8][CH:9]=2)[C:5]#[N:6])[CH2:15][CH2:14][CH2:13][CH2:12][CH2:11]1. (3) Given the reactants [Br:1][C:2]1[CH:3]=[C:4]2[O:10][C:9](=[O:11])[NH:8][C:5]2=[N:6][CH:7]=1.[CH3:12][CH:13]1[CH2:18][CH2:17][N:16]([C:19](Cl)=[O:20])[CH2:15][CH2:14]1, predict the reaction product. The product is: [Br:1][C:2]1[CH:3]=[C:4]2[O:10][C:9](=[O:11])[N:8]([C:19]([N:16]3[CH2:17][CH2:18][CH:13]([CH3:12])[CH2:14][CH2:15]3)=[O:20])[C:5]2=[N:6][CH:7]=1. (4) Given the reactants [NH2:1][C:2]1[CH:3]=[C:4]2[C:9](=[CH:10][CH:11]=1)[N:8]=[CH:7][CH:6]=[CH:5]2.[C:12]1([C:18]2[O:22][N:21]=[CH:20][C:19]=2[CH2:23][CH2:24][C:25](O)=[O:26])[CH:17]=[CH:16][CH:15]=[CH:14][CH:13]=1.O.ON1C2C=CC=CC=2N=N1.Cl.C(N=C=NCCCN(C)C)C, predict the reaction product. The product is: [N:8]1[C:9]2[C:4](=[CH:3][C:2]([NH:1][C:25](=[O:26])[CH2:24][CH2:23][C:19]3[CH:20]=[N:21][O:22][C:18]=3[C:12]3[CH:13]=[CH:14][CH:15]=[CH:16][CH:17]=3)=[CH:11][CH:10]=2)[CH:5]=[CH:6][CH:7]=1. (5) Given the reactants Br[C:2]1[S:3][CH:4]=[CH:5][C:6]=1[CH2:7][C:8]([O:10][CH2:11][CH3:12])=[O:9], predict the reaction product. The product is: [CH2:11]([O:10][C:8](=[O:9])[CH2:7][C:6]1[CH:5]=[CH:4][S:3][C:2]=1[C:2]1[S:3][CH:4]=[CH:5][CH:6]=1)[CH3:12].